From a dataset of Forward reaction prediction with 1.9M reactions from USPTO patents (1976-2016). Predict the product of the given reaction. Given the reactants [CH3:1][N:2]1[C:14]2([CH2:19][CH2:18][N:17]([C:20]([O:22][C:23]([CH3:26])([CH3:25])[CH3:24])=[O:21])[CH2:16][CH2:15]2)[C:6]2=[CH:7][CH:8]=[C:9]([C:10]([F:13])([F:12])[F:11])[N:5]2[CH2:4][CH2:3]1.[C:27](I)([F:30])([F:29])[F:28].OO, predict the reaction product. The product is: [CH3:1][N:2]1[C:14]2([CH2:19][CH2:18][N:17]([C:20]([O:22][C:23]([CH3:26])([CH3:25])[CH3:24])=[O:21])[CH2:16][CH2:15]2)[C:6]2=[CH:7][C:8]([C:27]([F:30])([F:29])[F:28])=[C:9]([C:10]([F:11])([F:13])[F:12])[N:5]2[CH2:4][CH2:3]1.